This data is from Full USPTO retrosynthesis dataset with 1.9M reactions from patents (1976-2016). The task is: Predict the reactants needed to synthesize the given product. Given the product [OH:8][CH2:9][CH2:10][O:11][C:12]1[CH:17]=[CH:16][C:15]([CH:18]([OH:22])[CH2:19][NH:20][CH3:21])=[CH:14][CH:13]=1, predict the reactants needed to synthesize it. The reactants are: [Si]([O:8][CH2:9][CH2:10][O:11][C:12]1[CH:17]=[CH:16][C:15]([CH:18]2[O:22][C:21](=O)[N:20](C)[CH2:19]2)=[CH:14][CH:13]=1)(C(C)(C)C)(C)C.[OH-].[K+].